Dataset: Forward reaction prediction with 1.9M reactions from USPTO patents (1976-2016). Task: Predict the product of the given reaction. (1) Given the reactants [CH3:1][O:2][C:3]1[CH:8]=[CH:7][C:6]([C:9]2[CH:13]=[C:12]([C:14]3[CH:19]=[CH:18][CH:17]=[CH:16][CH:15]=3)[NH:11][C:10]=2[C:20](O)=[O:21])=[CH:5][CH:4]=1.Cl.[NH2:24][CH2:25][CH2:26][CH2:27][CH2:28][CH2:29][C:30]([O:32][CH3:33])=[O:31].C(N(CC)CC)C.ON1C2C=CC=CC=2N=N1.Cl.CN(C)CCCN=C=NCC.CN1CCOCC1, predict the reaction product. The product is: [CH3:1][O:2][C:3]1[CH:8]=[CH:7][C:6]([C:9]2[CH:13]=[C:12]([C:14]3[CH:19]=[CH:18][CH:17]=[CH:16][CH:15]=3)[NH:11][C:10]=2[C:20]([NH:24][CH2:25][CH2:26][CH2:27][CH2:28][CH2:29][C:30]([O:32][CH3:33])=[O:31])=[O:21])=[CH:5][CH:4]=1. (2) Given the reactants [C:1]([C:5]1[CH:10]=[CH:9][C:8]([C:11]2[NH:12][C:13]([C:25]3[CH:30]=[CH:29][C:28]([F:31])=[CH:27][CH:26]=3)([CH3:24])[C:14]([C:17]3[CH:22]=[CH:21][C:20]([F:23])=[CH:19][CH:18]=3)([CH3:16])[N:15]=2)=[C:7]([O:32][CH2:33][CH3:34])[CH:6]=1)([CH3:4])([CH3:3])[CH3:2].[C:35](Cl)([Cl:37])=[O:36], predict the reaction product. The product is: [C:1]([C:5]1[CH:10]=[CH:9][C:8]([C:11]2[N:15]([C:35]([Cl:37])=[O:36])[C:14]([C:17]3[CH:22]=[CH:21][C:20]([F:23])=[CH:19][CH:18]=3)([CH3:16])[C:13]([C:25]3[CH:26]=[CH:27][C:28]([F:31])=[CH:29][CH:30]=3)([CH3:24])[N:12]=2)=[C:7]([O:32][CH2:33][CH3:34])[CH:6]=1)([CH3:2])([CH3:3])[CH3:4]. (3) The product is: [CH3:33][S:30]([N:27]1[CH2:26][CH2:25][N:24]([C:19]2[CH:3]=[C:8]([CH3:7])[N:9]=[C:21]([NH:15][C:5]3[CH:6]=[CH:7][C:8]([N:9]4[CH:13]=[C:12]([CH3:14])[N:11]=[CH:10]4)=[C:3]([O:2][CH3:1])[CH:4]=3)[N:20]=2)[CH2:29][CH2:28]1)(=[O:31])=[O:32]. Given the reactants [CH3:1][O:2][C:3]1[CH:4]=[C:5]([NH2:15])[CH:6]=[CH:7][C:8]=1[N:9]1[CH:13]=[C:12]([CH3:14])[N:11]=[CH:10]1.ClC1C=[C:21](C)[N:20]=[C:19]([N:24]2[CH2:29][CH2:28][N:27]([S:30]([CH3:33])(=[O:32])=[O:31])[CH2:26][CH2:25]2)N=1, predict the reaction product. (4) Given the reactants [NH2:1][C:2]1[C:10]2[C:5](=[N:6][CH:7]=[C:8]([O:25][C:26](=[O:31])[C:27]([CH3:30])([CH3:29])[CH3:28])[C:9]=2[N:11]2[CH2:16][CH2:15][CH2:14][C@@H:13]([NH:17][C:18]([O:20][C:21]([CH3:24])([CH3:23])[CH3:22])=[O:19])[CH2:12]2)[NH:4][CH:3]=1.[CH2:32]([N:39]1[CH:43]=[C:42]([C:44](O)=[O:45])[CH:41]=[N:40]1)[C:33]1[CH:38]=[CH:37][CH:36]=[CH:35][CH:34]=1.C(N(CC)CC)C.CN(C(ON1N=NC2C=CC=NC1=2)=[N+](C)C)C.F[P-](F)(F)(F)(F)F, predict the reaction product. The product is: [CH2:32]([N:39]1[CH:43]=[C:42]([C:44]([NH:1][C:2]2[C:10]3[C:5](=[N:6][CH:7]=[C:8]([O:25][C:26](=[O:31])[C:27]([CH3:30])([CH3:29])[CH3:28])[C:9]=3[N:11]3[CH2:16][CH2:15][CH2:14][C@@H:13]([NH:17][C:18]([O:20][C:21]([CH3:24])([CH3:23])[CH3:22])=[O:19])[CH2:12]3)[NH:4][CH:3]=2)=[O:45])[CH:41]=[N:40]1)[C:33]1[CH:34]=[CH:35][CH:36]=[CH:37][CH:38]=1. (5) Given the reactants [N+:1](=[CH2:3])=[N-:2].C[C:5]1[CH:10]=[CH:9][C:8]([S:11](N(N=O)C)(=O)=O)=[CH:7][CH:6]=1.[OH-:18].[K+], predict the reaction product. The product is: [N+:1](=[CH:3][C:10]([CH2:9][C:8]1[S:11][CH:5]=[CH:6][CH:7]=1)=[O:18])=[N-:2]. (6) Given the reactants C1(P(=[N:20][C:21]2[CH:22]=[N:23][CH:24]=[CH:25][C:26]=2/[CH:27]=[CH:28]/[C:29]([O:31][CH3:32])=[O:30])(C2C=CC=CC=2)C2C=CC=CC=2)C=CC=CC=1.[F:33][C:34]([F:45])([F:44])[C:35]1[CH:36]=[C:37]([N:41]=[C:42]=O)[CH:38]=[CH:39][CH:40]=1, predict the reaction product. The product is: [F:33][C:34]([F:44])([F:45])[C:35]1[CH:36]=[C:37]([N:41]=[C:42]=[N:20][C:21]2[CH:22]=[N:23][CH:24]=[CH:25][C:26]=2/[CH:27]=[CH:28]/[C:29]([O:31][CH3:32])=[O:30])[CH:38]=[CH:39][CH:40]=1. (7) Given the reactants Cl[C:2]1[N:3]=[CH:4][C:5]2[N:11]([CH3:12])[C:10](=[O:13])[C:9]([F:15])([F:14])[CH2:8][N:7]([CH:16]3[CH2:19][CH2:18][CH2:17]3)[C:6]=2[N:20]=1.O.C1(C)C(S(O)(=O)=O)=CC=CC=1.[NH2:33][C:34]1[CH:48]=[CH:47][C:37]([C:38]([NH:40][CH:41]2[CH2:46][CH2:45][O:44][CH2:43][CH2:42]2)=[O:39])=[CH:36][C:35]=1[O:49][CH3:50], predict the reaction product. The product is: [CH:16]1([N:7]2[CH2:8][C:9]([F:15])([F:14])[C:10](=[O:13])[N:11]([CH3:12])[C:5]3[CH:4]=[N:3][C:2]([NH:33][C:34]4[CH:48]=[CH:47][C:37]([C:38]([NH:40][CH:41]5[CH2:42][CH2:43][O:44][CH2:45][CH2:46]5)=[O:39])=[CH:36][C:35]=4[O:49][CH3:50])=[N:20][C:6]2=3)[CH2:19][CH2:18][CH2:17]1. (8) Given the reactants [N:1]12[CH2:8][CH2:7][C:4]([CH2:9][NH:10][CH2:11][C:12]3[C:20]4[C:19]([C:21]([O:23]C)=[O:22])=[CH:18][CH:17]=[CH:16][C:15]=4[NH:14][N:13]=3)([CH2:5][CH2:6]1)[CH2:3][CH2:2]2.O.[OH-].[Li+:27], predict the reaction product. The product is: [N:1]12[CH2:8][CH2:7][C:4]([CH2:9][NH:10][CH2:11][C:12]3[C:20]4[C:19]([C:21]([O-:23])=[O:22])=[CH:18][CH:17]=[CH:16][C:15]=4[NH:14][N:13]=3)([CH2:5][CH2:6]1)[CH2:3][CH2:2]2.[Li+:27]. (9) Given the reactants [C:1]([C:3]1[CH:8]=[CH:7][C:6](B(O)O)=[CH:5][CH:4]=1)#[N:2].Cl.N[C@@H]1CCCC[C@H]1O.C[Si](C)(C)N[Si](C)(C)C.[Na].I[CH:32]1[CH2:35][N:34]([C:36]([O:38][C:39]([CH3:42])([CH3:41])[CH3:40])=[O:37])[CH2:33]1, predict the reaction product. The product is: [C:1]([C:3]1[CH:8]=[CH:7][C:6]([CH:32]2[CH2:33][N:34]([C:36]([O:38][C:39]([CH3:42])([CH3:41])[CH3:40])=[O:37])[CH2:35]2)=[CH:5][CH:4]=1)#[N:2]. (10) Given the reactants [F:1][C:2]([F:7])([F:6])[C:3]([OH:5])=[O:4].ClC1C(N[C@@H]2[C@@H]3C[C@@H](C=C3)[C@@H]2C(N)=O)=C2N=C(C3C=CC(CN4CCOCC4)=CC=3)NC2=NC=1.[NH2:42][C:43]1[C:48]([NH2:49])=[C:47]([NH:50][C@@H:51]2[C@@H:56]3[CH2:57][C@@H:53]([CH:54]=[CH:55]3)[C@@H:52]2[C:58]([NH2:60])=[O:59])[C:46]([Cl:61])=[CH:45][N:44]=1.[CH3:62][O:63][C:64]1[CH:71]=[C:70]([N:72]2[CH2:77][CH2:76][N:75]([CH3:78])[CH2:74][CH2:73]2)[CH:69]=[CH:68][C:65]=1[CH:66]=O, predict the reaction product. The product is: [F:1][C:2]([F:7])([F:6])[C:3]([OH:5])=[O:4].[Cl:61][C:46]1[C:47]([NH:50][C@@H:51]2[C@@H:56]3[CH2:57][C@@H:53]([CH:54]=[CH:55]3)[C@@H:52]2[C:58]([NH2:60])=[O:59])=[C:48]2[N:49]=[C:66]([C:65]3[CH:68]=[CH:69][C:70]([N:72]4[CH2:73][CH2:74][N:75]([CH3:78])[CH2:76][CH2:77]4)=[CH:71][C:64]=3[O:63][CH3:62])[NH:42][C:43]2=[N:44][CH:45]=1.